Task: Predict the product of the given reaction.. Dataset: Forward reaction prediction with 1.9M reactions from USPTO patents (1976-2016) Given the reactants Br[C:2]1[CH:3]=[C:4]([C:17]([O:19][CH3:20])=[O:18])[C:5]([O:8][CH:9]([C:11]2[CH:16]=[CH:15][N:14]=[CH:13][CH:12]=2)[CH3:10])=[N:6][CH:7]=1.[B:21]1([B:21]2[O:25][C:24]([CH3:27])([CH3:26])[C:23]([CH3:29])([CH3:28])[O:22]2)[O:25][C:24]([CH3:27])([CH3:26])[C:23]([CH3:29])([CH3:28])[O:22]1.C(Cl)Cl.C([O-])(=O)C.[K+], predict the reaction product. The product is: [CH3:20][O:19][C:17]([C:4]1[C:5]([O:8][CH:9]([C:11]2[CH:16]=[CH:15][N:14]=[CH:13][CH:12]=2)[CH3:10])=[N:6][CH:7]=[C:2]([B:21]2[O:25][C:24]([CH3:27])([CH3:26])[C:23]([CH3:29])([CH3:28])[O:22]2)[CH:3]=1)=[O:18].